Dataset: Full USPTO retrosynthesis dataset with 1.9M reactions from patents (1976-2016). Task: Predict the reactants needed to synthesize the given product. (1) Given the product [Cl:1][C:2]1[CH:3]=[C:4]([C:10]2([C:26]([F:28])([F:29])[F:27])[O:14][N:13]=[C:12]([C:15]3[CH:24]=[CH:23][C:18]([C:19]([OH:21])=[O:20])=[C:17]([CH3:25])[CH:16]=3)[CH2:11]2)[CH:5]=[C:6]([Cl:9])[C:7]=1[Cl:8], predict the reactants needed to synthesize it. The reactants are: [Cl:1][C:2]1[CH:3]=[C:4]([C:10]2([C:26]([F:29])([F:28])[F:27])[O:14][N:13]=[C:12]([C:15]3[CH:24]=[CH:23][C:18]([C:19]([O:21]C)=[O:20])=[C:17]([CH3:25])[CH:16]=3)[CH2:11]2)[CH:5]=[C:6]([Cl:9])[C:7]=1[Cl:8].[OH-].[Na+].Cl. (2) Given the product [F:27][C:11]1[CH:12]=[C:13]([NH:16][C:17](=[O:18])[O:19][CH2:20][C:21]2[CH:22]=[CH:23][CH:24]=[CH:25][CH:26]=2)[CH:14]=[CH:15][C:10]=1[C:7]1[O:8][CH:9]=[C:5]([CH2:3][OH:2])[N:6]=1, predict the reactants needed to synthesize it. The reactants are: C[O:2][C:3]([C:5]1[N:6]=[C:7]([C:10]2[CH:15]=[CH:14][C:13]([NH:16][C:17]([O:19][CH2:20][C:21]3[CH:26]=[CH:25][CH:24]=[CH:23][CH:22]=3)=[O:18])=[CH:12][C:11]=2[F:27])[O:8][CH:9]=1)=O.[H-].[Al+3].[Li+].[H-].[H-].[H-]. (3) Given the product [C:21]([CH:10]([CH2:9][CH2:8][CH2:7][CH3:6])[C:11]([OH:13])=[O:12])(=[O:27])[CH:22]=[CH2:23], predict the reactants needed to synthesize it. The reactants are: C(N[CH2:6][CH2:7][CH2:8][CH2:9][CH2:10][C:11]([O:13]N1C(=O)CCC1=O)=[O:12])(=O)C=C.[C:21]([OH:27])(=[O:27])[CH2:22][CH2:23][CH2:21][CH2:22][CH3:23]. (4) The reactants are: C(OC([N:8]1[CH2:13][CH2:12][N:11]([CH:14]([C:17]2[N:26]([CH2:27][C:28]3[CH:33]=[CH:32][CH:31]=[CH:30][CH:29]=3)[C:25](=[O:34])[C:24]3[C:19](=[CH:20][C:21]([Cl:35])=[CH:22][CH:23]=3)[N:18]=2)[CH2:15][CH3:16])[CH:10]([C:36]2[CH:41]=[CH:40][C:39]([CH3:42])=[CH:38][CH:37]=2)[CH2:9]1)=O)(C)(C)C.C1(C)C=CC=CC=1. Given the product [CH2:27]([N:26]1[C:25](=[O:34])[C:24]2[C:19](=[CH:20][C:21]([Cl:35])=[CH:22][CH:23]=2)[N:18]=[C:17]1[CH:14]([N:11]1[CH2:12][CH2:13][NH:8][CH2:9][CH:10]1[C:36]1[CH:41]=[CH:40][C:39]([CH3:42])=[CH:38][CH:37]=1)[CH2:15][CH3:16])[C:28]1[CH:29]=[CH:30][CH:31]=[CH:32][CH:33]=1, predict the reactants needed to synthesize it. (5) The reactants are: O[CH2:2][C:3]1[CH:12]=[N:11][C:10]2[N:9]3[CH2:13][CH2:14][CH2:15][CH2:16][C@H:8]3[C:7](=[O:17])[NH:6][C:5]=2[CH:4]=1.[I-].C(C[P+](C)(C)C)#N.C(N(C(C)C)C(C)C)C.Cl.[Cl:36][C:37]1[CH:42]=[CH:41][C:40]([N:43]2[CH2:48][CH2:47][NH:46][CH2:45][CH2:44]2)=[CH:39][CH:38]=1. Given the product [Cl:36][C:37]1[CH:38]=[CH:39][C:40]([N:43]2[CH2:48][CH2:47][N:46]([CH2:2][C:3]3[CH:12]=[N:11][C:10]4[N:9]5[CH2:13][CH2:14][CH2:15][CH2:16][C@H:8]5[C:7](=[O:17])[NH:6][C:5]=4[CH:4]=3)[CH2:45][CH2:44]2)=[CH:41][CH:42]=1, predict the reactants needed to synthesize it. (6) The reactants are: [Cl:1][C:2]1[CH:7]=[CH:6][CH:5]=[CH:4][C:3]=1[C:8]1[N:9]([C:31]2[CH:36]=[CH:35][C:34]([Cl:37])=[CH:33][CH:32]=2)[C:10]2[C:15]([N:16]=1)=[C:14]([NH:17][C@@H:18]1[CH2:23][CH2:22][CH2:21][N:20](C(OC(C)(C)C)=O)[CH2:19]1)[N:13]=[CH:12][N:11]=2.FC(F)(F)C(O)=O. Given the product [Cl:1][C:2]1[CH:7]=[CH:6][CH:5]=[CH:4][C:3]=1[C:8]1[N:9]([C:31]2[CH:32]=[CH:33][C:34]([Cl:37])=[CH:35][CH:36]=2)[C:10]2[C:15]([N:16]=1)=[C:14]([NH:17][C@@H:18]1[CH2:23][CH2:22][CH2:21][NH:20][CH2:19]1)[N:13]=[CH:12][N:11]=2, predict the reactants needed to synthesize it.